This data is from Catalyst prediction with 721,799 reactions and 888 catalyst types from USPTO. The task is: Predict which catalyst facilitates the given reaction. (1) Reactant: Br.Br[CH2:3][C:4]1[CH:9]=[CH:8][N:7]=[CH:6][C:5]=1[Cl:10].[SH:11][C:12]1[N:17]=[C:16]([OH:18])[CH:15]=[C:14]([C:19]([F:22])([F:21])[F:20])[N:13]=1.C(N(CC)CC)C. Product: [Cl:10][C:5]1[CH:6]=[N:7][CH:8]=[CH:9][C:4]=1[CH2:3][S:11][C:12]1[N:17]=[C:16]([OH:18])[CH:15]=[C:14]([C:19]([F:22])([F:20])[F:21])[N:13]=1. The catalyst class is: 8. (2) Reactant: [CH2:1]([OH:4])[CH2:2][OH:3].C(N(CC)CC)C.[Br:12][C:13]([CH3:18])([CH3:17])[C:14](Br)=[O:15].O. Product: [Br:12][C:13]([CH3:18])([CH3:17])[C:14]([O:3][CH2:2][CH2:1][OH:4])=[O:15]. The catalyst class is: 7. (3) Reactant: P([N:17]=[N+:18]=[N-:19])(=O)(OC1C=CC=CC=1)OC1C=CC=CC=1.C1CCN2C(=NCCC2)CC1.[N:31]1[C:40]2[C:35](=[CH:36][C:37]([CH:41](O)[CH3:42])=[CH:38][CH:39]=2)[CH:34]=[CH:33][CH:32]=1. Product: [N:17]([CH:41]([C:37]1[CH:36]=[C:35]2[C:40](=[CH:39][CH:38]=1)[N:31]=[CH:32][CH:33]=[CH:34]2)[CH3:42])=[N+:18]=[N-:19]. The catalyst class is: 11. (4) Reactant: [C:1]([C:3]1([C:8]2[CH:13]=[CH:12][C:11]([NH:14][C:15](=[O:26])[C:16]3[CH:21]=[CH:20][C:19]([O:22][CH3:23])=[C:18]([O:24][CH3:25])[CH:17]=3)=[CH:10][CH:9]=2)[CH2:7][CH2:6][CH2:5][CH2:4]1)#[N:2].Cl. Product: [NH2:2][CH2:1][C:3]1([C:8]2[CH:9]=[CH:10][C:11]([NH:14][C:15](=[O:26])[C:16]3[CH:21]=[CH:20][C:19]([O:22][CH3:23])=[C:18]([O:24][CH3:25])[CH:17]=3)=[CH:12][CH:13]=2)[CH2:4][CH2:5][CH2:6][CH2:7]1. The catalyst class is: 29. (5) Reactant: [N:1]12[CH2:4][CH:3]1[CH2:2]2.Br.BrC(CBr)CN.[NH:12]1[CH2:17][CH2:16][O:15][CH2:14][CH2:13]1.S(=O)(=O)(O)O.[OH-].[Ca+2].[OH-]. Product: [NH:1]1[CH2:4][CH:3]([N:12]2[CH2:17][CH2:16][O:15][CH2:14][CH2:13]2)[CH2:2]1. The catalyst class is: 40. (6) Reactant: [OH:1][C:2]1[CH:7]=[CH:6][C:5]([O:8][CH3:9])=[C:4]([O:10][CH3:11])[CH:3]=1.C(=O)([O-])[O-].[K+].[K+].Br[CH2:19][C:20]#[C:21][CH3:22]. Product: [CH2:19]([O:1][C:2]1[CH:7]=[CH:6][C:5]([O:8][CH3:9])=[C:4]([O:10][CH3:11])[CH:3]=1)[C:20]#[C:21][CH3:22]. The catalyst class is: 21.